From a dataset of Reaction yield outcomes from USPTO patents with 853,638 reactions. Predict the reaction yield, written as a fraction of the theoretical maximum amount of product (1.0 means a 100% yield; for example, 0.34 means a 34% yield). (1) The reactants are [Br:1][C:2]1[C:10]2[C:5](=[CH:6][CH:7]=[C:8]([C:11]#[N:12])[CH:9]=2)[NH:4][N:3]=1.O.C1(C)C=CC(S(O)(=O)=O)=CC=1.[O:25]1[CH:30]=[CH:29][CH2:28][CH2:27][CH2:26]1. The catalyst is O1CCCC1. The product is [Br:1][C:2]1[C:10]2[C:5](=[CH:6][CH:7]=[C:8]([C:11]#[N:12])[CH:9]=2)[N:4]([CH:26]2[CH2:27][CH2:28][CH2:29][CH2:30][O:25]2)[N:3]=1. The yield is 0.760. (2) The reactants are O[CH:2]([C:16]1[CH:21]=[CH:20][CH:19]=[CH:18][C:17]=1[S:22]([C:25]1[S:26][CH:27]=[CH:28][CH:29]=1)(=[O:24])=[O:23])[C:3]1[C:11]2[C:10](=[O:12])[CH2:9][C:8]([CH3:14])([CH3:13])[CH2:7][C:6]=2[NH:5][C:4]=1[CH3:15].FC(F)(F)C(O)=O.C([SiH](CC)CC)C.[OH-].[Na+]. The catalyst is ClCCl. The product is [CH3:15][C:4]1[NH:5][C:6]2[CH2:7][C:8]([CH3:14])([CH3:13])[CH2:9][C:10](=[O:12])[C:11]=2[C:3]=1[CH2:2][C:16]1[CH:21]=[CH:20][CH:19]=[CH:18][C:17]=1[S:22]([C:25]1[S:26][CH:27]=[CH:28][CH:29]=1)(=[O:24])=[O:23]. The yield is 0.780. (3) The reactants are Cl.[CH2:2]([O:4][C:5](=[O:8])[CH2:6][NH2:7])[CH3:3].[CH:9](OC)=[O:10]. The catalyst is C(N(CC)CC)C. The product is [CH:9]([NH:7][CH2:6][C:5]([O:4][CH2:2][CH3:3])=[O:8])=[O:10]. The yield is 0.930. (4) The reactants are [F:1][C:2]1[CH:3]=[C:4]([CH:29]=[CH:30][C:31]=1[F:32])[C:5]([N:7]=[C:8]([NH:23][C@@H:24]([CH3:28])[CH2:25][O:26][CH3:27])[NH:9][C:10]1[C:18]2[C:13](=[CH:14][C:15]([C:19]([F:22])([F:21])[F:20])=[CH:16][CH:17]=2)[NH:12][N:11]=1)=[O:6].CCN(C(C)C)C(C)C.Cl[C:43]([O:45][CH2:46][CH3:47])=[O:44]. The catalyst is C1COCC1. The product is [F:1][C:2]1[CH:3]=[C:4]([CH:29]=[CH:30][C:31]=1[F:32])[C:5]([N:7]=[C:8]([NH:23][C@@H:24]([CH3:28])[CH2:25][O:26][CH3:27])[NH:9][C:10]1[C:18]2[C:13](=[CH:14][C:15]([C:19]([F:20])([F:21])[F:22])=[CH:16][CH:17]=2)[N:12]([C:43]([O:45][CH2:46][CH3:47])=[O:44])[N:11]=1)=[O:6]. The yield is 0.660. (5) The reactants are [OH:1][C:2]1[CH:3]=[C:4]2[C:9](=[CH:10][CH:11]=1)[CH:8]=[C:7]([O:12][C:13]1[CH:20]=[CH:19][C:16]([C:17]#[N:18])=[CH:15][CH:14]=1)[CH:6]=[CH:5]2.[CH3:21][O:22]C(Cl)Cl.Cl. The catalyst is ClCCl.[Ti](Cl)(Cl)(Cl)Cl. The product is [CH:21]([C:3]1[C:2]([OH:1])=[CH:11][CH:10]=[C:9]2[C:4]=1[CH:5]=[CH:6][C:7]([O:12][C:13]1[CH:20]=[CH:19][C:16]([C:17]#[N:18])=[CH:15][CH:14]=1)=[CH:8]2)=[O:22]. The yield is 0.320. (6) The reactants are [Br:1][C:2]1[CH:7]=[CH:6][C:5]([O:8][CH:9]=[CH2:10])=[CH:4][CH:3]=1.[CH2:11](I)I.C([Zn]CC)C.[NH4+].[Cl-]. The catalyst is ClCCCl. The product is [Br:1][C:2]1[CH:7]=[CH:6][C:5]([O:8][CH:9]2[CH2:11][CH2:10]2)=[CH:4][CH:3]=1. The yield is 0.719.